Predict the product of the given reaction. From a dataset of Forward reaction prediction with 1.9M reactions from USPTO patents (1976-2016). (1) Given the reactants [CH2:1]([O:8][C:9]1[C:18](=[O:19])[N:17]2[C:12]([C:13]([CH3:21])([CH3:20])[O:14][CH2:15][CH2:16]2)=[N:11][C:10]=1[C:22](O)=[O:23])[C:2]1[CH:7]=[CH:6][CH:5]=[CH:4][CH:3]=1.[CH3:25][N:26]([CH3:39])[C:27](=[O:38])[O:28][C:29]1[CH:34]=[C:33]([F:35])[CH:32]=[CH:31][C:30]=1[CH2:36][NH2:37], predict the reaction product. The product is: [CH2:1]([O:8][C:9]1[C:18](=[O:19])[N:17]2[C:12]([C:13]([CH3:20])([CH3:21])[O:14][CH2:15][CH2:16]2)=[N:11][C:10]=1[C:22]([NH:37][CH2:36][C:30]1[CH:31]=[CH:32][C:33]([F:35])=[CH:34][C:29]=1[O:28][C:27](=[O:38])[N:26]([CH3:25])[CH3:39])=[O:23])[C:2]1[CH:3]=[CH:4][CH:5]=[CH:6][CH:7]=1. (2) Given the reactants C[O:2][C:3](=O)[C:4]1[CH:9]=[C:8]([C:10]#[N:11])[CH:7]=[CH:6][C:5]=1[CH2:12][N:13]([CH2:22][C:23]1[C:28]([CH3:29])=[CH:27][CH:26]=[CH:25][N:24]=1)[CH:14]([C:16]1[CH:21]=[CH:20][CH:19]=[CH:18][N:17]=1)[CH3:15].[H-].[H-].[H-].[H-].[Li+].[Al+3].C(C(C(C([O-])=O)O)O)([O-])=O, predict the reaction product. The product is: [NH2:11][CH2:10][C:8]1[CH:7]=[CH:6][C:5]([CH2:12][N:13]([CH2:22][C:23]2[C:28]([CH3:29])=[CH:27][CH:26]=[CH:25][N:24]=2)[CH:14]([C:16]2[CH:21]=[CH:20][CH:19]=[CH:18][N:17]=2)[CH3:15])=[C:4]([CH2:3][OH:2])[CH:9]=1. (3) Given the reactants [Br:1][C:2]1[C:3]([F:12])=[C:4]2[C:10]([NH2:11])=[CH:9][NH:8][C:5]2=[N:6][CH:7]=1.[CH3:13][C:14]1[O:18][N:17]=[C:16]([C:19](O)=[O:20])[CH:15]=1.C(N(CC)CC)C.F[P-](F)(F)(F)(F)F.N1(O[P+](N(C)C)(N(C)C)N(C)C)C2C=CC=CC=2N=N1.C1N(P(Cl)(N2C(=O)OCC2)=O)C(=O)OC1.[Li+].[OH-], predict the reaction product. The product is: [Br:1][C:2]1[C:3]([F:12])=[C:4]2[C:10]([NH:11][C:19]([C:16]3[CH:15]=[C:14]([CH3:13])[O:18][N:17]=3)=[O:20])=[CH:9][NH:8][C:5]2=[N:6][CH:7]=1.